The task is: Predict the reaction yield, written as a fraction of the theoretical maximum amount of product (1.0 means a 100% yield; for example, 0.34 means a 34% yield).. This data is from Reaction yield outcomes from USPTO patents with 853,638 reactions. The reactants are [CH2:1]([C:3]1[C:4]([CH3:26])=[C:5]2[C:9](=[C:10]([O:18][CH2:19][CH2:20][Si:21]([CH3:24])([CH3:23])[CH3:22])[C:11]=1[CH2:12][CH:13]=[C:14]([CH3:17])[CH2:15]O)[C:8](=[O:25])[O:7][CH2:6]2)[CH3:2].C1(P(C2C=CC=CC=2)C2C=CC=CC=2)C=CC=CC=1.C(Br)(Br)(Br)[Br:47]. The catalyst is C(Cl)Cl. The product is [Br:47][CH2:15][C:14]([CH3:17])=[CH:13][CH2:12][C:11]1[C:10]([O:18][CH2:19][CH2:20][Si:21]([CH3:23])([CH3:24])[CH3:22])=[C:9]2[C:5]([CH2:6][O:7][C:8]2=[O:25])=[C:4]([CH3:26])[C:3]=1[CH2:1][CH3:2]. The yield is 0.870.